Dataset: Full USPTO retrosynthesis dataset with 1.9M reactions from patents (1976-2016). Task: Predict the reactants needed to synthesize the given product. (1) Given the product [CH3:35][C:36]([OH:53])([CH3:52])[CH2:37][N:38]1[CH:42]=[C:41]([C:2]2[CH:25]=[CH:24][C:5]3[C:6]4[N:7]=[C:8]([C:14]5[N:15]([CH2:19][C:20]([F:23])([F:21])[F:22])[CH:16]=[CH:17][N:18]=5)[S:9][C:10]=4[CH2:11][CH2:12][O:13][C:4]=3[CH:3]=2)[CH:40]=[N:39]1, predict the reactants needed to synthesize it. The reactants are: Br[C:2]1[CH:25]=[CH:24][C:5]2[C:6]3[N:7]=[C:8]([C:14]4[N:15]([CH2:19][C:20]([F:23])([F:22])[F:21])[CH:16]=[CH:17][N:18]=4)[S:9][C:10]=3[CH2:11][CH2:12][O:13][C:4]=2[CH:3]=1.C(#N)C.C(=O)([O-])[O-].[K+].[K+].[CH3:35][C:36]([OH:53])([CH3:52])[CH2:37][N:38]1[CH:42]=[C:41](B2OC(C)(C)C(C)(C)O2)[CH:40]=[N:39]1. (2) Given the product [CH2:20]([O:19][C:17]([C:4]1[CH:3]=[C:2]([C:24]2[CH:25]=[CH:26][CH:27]=[CH:28][C:23]=2[CH2:22][OH:21])[CH:7]=[C:6]([C:8]2[CH:13]=[CH:12][C:11]([CH3:14])=[CH:10][C:9]=2[C:15]#[N:16])[CH:5]=1)=[O:18])[CH3:32], predict the reactants needed to synthesize it. The reactants are: Br[C:2]1[CH:3]=[C:4]([C:17]([O:19][CH3:20])=[O:18])[CH:5]=[C:6]([C:8]2[CH:13]=[CH:12][C:11]([CH3:14])=[CH:10][C:9]=2[C:15]#[N:16])[CH:7]=1.[OH:21][CH2:22][C:23]1[CH:28]=[CH:27][CH:26]=[CH:25][C:24]=1B(O)O.[C:32](=O)([O-])[O-].[Cs+].[Cs+].O. (3) The reactants are: [CH3:1][O:2][C:3]1[CH:8]=[C:7]([O:9][CH3:10])[C:6]([O:11][CH3:12])=[CH:5][C:4]=1[O:13][CH3:14].CN(C)CCN(C)C.[CH2:23]([Li])[CH2:24][CH2:25][CH3:26].Br[CH2:29][CH2:30][CH2:31][CH2:32][CH2:33][CH2:34][CH2:35][CH2:36][CH2:37][CH2:38][CH2:39][CH2:40]C. Given the product [CH2:26]([C:5]1[C:6]([O:11][CH3:12])=[C:7]([O:9][CH3:10])[CH:8]=[C:3]([O:2][CH3:1])[C:4]=1[O:13][CH3:14])[CH2:25][CH2:24][CH2:23][CH2:40][CH2:39][CH2:38][CH2:37][CH2:36][CH2:35][CH2:34][CH2:33][CH2:32][CH2:31][CH2:30][CH3:29], predict the reactants needed to synthesize it. (4) The reactants are: N1C=CC=CC=1.Cl.[NH2:8][C:9]1[CH:37]=[CH:36][C:12]([CH2:13][N:14]2[C:18]3[CH:19]=[CH:20][CH:21]=[CH:22][C:17]=3[N:16]([CH2:23][C:24]3[CH:29]=[CH:28][C:27]([O:30][C:31]([F:34])([F:33])[F:32])=[CH:26][CH:25]=3)[C:15]2=[O:35])=[CH:11][CH:10]=1.[CH3:38][S:39](Cl)(=[O:41])=[O:40]. Given the product [F:32][C:31]([F:33])([F:34])[O:30][C:27]1[CH:28]=[CH:29][C:24]([CH2:23][N:16]2[C:17]3[CH:22]=[CH:21][CH:20]=[CH:19][C:18]=3[N:14]([CH2:13][C:12]3[CH:11]=[CH:10][C:9]([NH:8][S:39]([CH3:38])(=[O:41])=[O:40])=[CH:37][CH:36]=3)[C:15]2=[O:35])=[CH:25][CH:26]=1, predict the reactants needed to synthesize it. (5) Given the product [CH2:29]([N:31]([C:43]1[C:52]([CH3:53])=[CH:51][C:50]2[C:49]([CH3:55])([CH3:54])[CH2:48][CH:47]=[C:46]([CH3:56])[C:45]=2[CH:44]=1)[C:32]1[CH:33]=[CH:34][C:35]([C:36]([OH:38])=[O:37])=[CH:41][CH:42]=1)[CH3:30], predict the reactants needed to synthesize it. The reactants are: C(N(C1C(C)=CC2C(C)CCC(C)(C)C=2C=1)C1C=CC(C(OCC)=O)=CC=1)C.[CH2:29]([N:31]([C:43]1[C:52]([CH3:53])=[CH:51][C:50]2[C:49]([CH3:55])([CH3:54])[CH2:48][CH:47]=[C:46]([CH3:56])[C:45]=2[CH:44]=1)[C:32]1[CH:42]=[CH:41][C:35]([C:36]([O:38]CC)=[O:37])=[CH:34][CH:33]=1)[CH3:30].C(O)C.[OH-].[K+].